Task: Predict the reactants needed to synthesize the given product.. Dataset: Full USPTO retrosynthesis dataset with 1.9M reactions from patents (1976-2016) (1) Given the product [Cl:1][C:2]1[CH:3]=[CH:4][C:5]([O:15][CH2:16][C:17]2[C:22]([F:23])=[CH:21][CH:20]=[CH:19][C:18]=2[F:24])=[C:6]([C:8]2[N:25]([C:26]3[CH:27]=[C:28]([CH:32]=[CH:33][C:34]=3[F:35])[C:29]([OH:31])=[O:30])[C:11]([CH3:12])=[CH:10][CH:9]=2)[CH:7]=1, predict the reactants needed to synthesize it. The reactants are: [Cl:1][C:2]1[CH:3]=[CH:4][C:5]([O:15][CH2:16][C:17]2[C:22]([F:23])=[CH:21][CH:20]=[CH:19][C:18]=2[F:24])=[C:6]([C:8](=O)[CH2:9][CH2:10][C:11](=O)[CH3:12])[CH:7]=1.[NH2:25][C:26]1[CH:27]=[C:28]([CH:32]=[CH:33][C:34]=1[F:35])[C:29]([OH:31])=[O:30].CC1C=CC(S(O)(=O)=O)=CC=1. (2) Given the product [Cl:12][C:13]1[C:17]([S:18]([CH2:25][C:26]2[CH:31]=[CH:30][N:29]=[CH:28][CH:27]=2)(=[O:20])=[O:19])=[CH:16][N:15]([CH3:22])[N:14]=1, predict the reactants needed to synthesize it. The reactants are: C([O-])(O)=O.[Na+].[O-]S([O-])=O.[Na+].[Na+].[Cl:12][C:13]1[C:17]([S:18](Cl)(=[O:20])=[O:19])=[CH:16][N:15]([CH3:22])[N:14]=1.Br.Br[CH2:25][C:26]1[CH:31]=[CH:30][N:29]=[CH:28][CH:27]=1.